Dataset: Reaction yield outcomes from USPTO patents with 853,638 reactions. Task: Predict the reaction yield, written as a fraction of the theoretical maximum amount of product (1.0 means a 100% yield; for example, 0.34 means a 34% yield). The reactants are [N+:1]([C:4]1[CH:5]=[C:6]([C:11]([F:14])([F:13])[F:12])[C:7](=O)[NH:8][CH:9]=1)([O-:3])=[O:2].P(Br)(Br)([Br:17])=O.P(Br)(Br)Br.BrBr. No catalyst specified. The product is [Br:17][C:7]1[C:6]([C:11]([F:14])([F:13])[F:12])=[CH:5][C:4]([N+:1]([O-:3])=[O:2])=[CH:9][N:8]=1. The yield is 0.880.